From a dataset of Forward reaction prediction with 1.9M reactions from USPTO patents (1976-2016). Predict the product of the given reaction. (1) Given the reactants [Br:1]N1C(=O)CCC1=O.C(#N)C.[CH3:12][C:13]1([CH3:25])[CH2:17][C:16]2[C:18]([CH3:24])=[CH:19][C:20]([CH3:23])=[C:21]([CH3:22])[C:15]=2[O:14]1, predict the reaction product. The product is: [Br:1][C:19]1[C:20]([CH3:23])=[C:21]([CH3:22])[C:15]2[O:14][C:13]([CH3:25])([CH3:12])[CH2:17][C:16]=2[C:18]=1[CH3:24]. (2) Given the reactants Br[C:2]1[C:11]2[C:6]3=[C:7]([CH2:12][CH2:13][O:14][C:5]3=[CH:4][CH:3]=1)[CH:8]=[CH:9][N:10]=2.[B:15]1(B2OC(C)(C)C(C)(C)O2)[O:19]C(C)(C)C(C)(C)[O:16]1.C([O-])(=O)C.[K+], predict the reaction product. The product is: [O:14]1[C:5]2[C:6]3[C:11]([C:2]([B:15]([OH:19])[OH:16])=[CH:3][CH:4]=2)=[N:10][CH:9]=[CH:8][C:7]=3[CH2:12][CH2:13]1. (3) Given the reactants [CH3:1][C:2]([CH3:23])([S@@:4]([NH:6][C@H:7]([C:17]1[CH:22]=[CH:21][CH:20]=[CH:19][CH:18]=1)[C:8]1[CH:16]=[CH:15][C:11]([C:12](O)=[O:13])=[CH:10][CH:9]=1)=[O:5])[CH3:3].[CH3:24][O:25][C:26]1[CH:35]=[CH:34][C:29]2[N:30]=[C:31]([NH2:33])[S:32][C:28]=2[CH:27]=1, predict the reaction product. The product is: [CH3:1][C:2]([CH3:23])([S@@:4]([NH:6][C@H:7]([C:17]1[CH:22]=[CH:21][CH:20]=[CH:19][CH:18]=1)[C:8]1[CH:16]=[CH:15][C:11]([C:12]([NH:33][C:31]2[S:32][C:28]3[CH:27]=[C:26]([O:25][CH3:24])[CH:35]=[CH:34][C:29]=3[N:30]=2)=[O:13])=[CH:10][CH:9]=1)=[O:5])[CH3:3]. (4) Given the reactants [OH:1][C@@H:2]1[CH2:6][CH2:5][N:4](C(OC(C)(C)C)=O)[CH2:3]1.F[C:15]1[CH:22]=[CH:21][C:20]([C:23]2[N:28]=[C:27]([NH:29][C:30]3[CH:35]=[CH:34][C:33]([N:36]4[CH2:41][CH2:40][N:39]([CH:42]5[CH2:45][O:44][CH2:43]5)[CH2:38][CH2:37]4)=[CH:32][CH:31]=3)[N:26]=[CH:25][N:24]=2)=[CH:19][C:16]=1[C:17]#[N:18].[CH3:46][S:47](Cl)(=[O:49])=[O:48], predict the reaction product. The product is: [CH3:46][S:47]([N:4]1[CH2:5][CH2:6][C@@H:2]([O:1][C:15]2[CH:22]=[CH:21][C:20]([C:23]3[N:28]=[C:27]([NH:29][C:30]4[CH:35]=[CH:34][C:33]([N:36]5[CH2:41][CH2:40][N:39]([CH:42]6[CH2:45][O:44][CH2:43]6)[CH2:38][CH2:37]5)=[CH:32][CH:31]=4)[N:26]=[CH:25][N:24]=3)=[CH:19][C:16]=2[C:17]#[N:18])[CH2:3]1)(=[O:49])=[O:48]. (5) The product is: [Cl:1][C:2]1[CH:3]=[CH:4][C:5]([CH2:6][C:7]2[C:16]([O:17][C:32]3[CH:33]=[CH:34][CH:35]=[C:30]([O:29][C:28]([F:27])([F:39])[F:40])[CH:31]=3)=[CH:15][CH:14]=[C:13]3[C:8]=2[C:9](=[O:24])[N:10]([CH2:20][CH2:21][CH2:22][OH:23])[C:11](=[O:19])[N:12]3[CH3:18])=[CH:25][CH:26]=1. Given the reactants [Cl:1][C:2]1[CH:26]=[CH:25][C:5]([CH2:6][C:7]2[C:16]([OH:17])=[CH:15][CH:14]=[C:13]3[C:8]=2[C:9](=[O:24])[N:10]([CH2:20][CH2:21][CH2:22][OH:23])[C:11](=[O:19])[N:12]3[CH3:18])=[CH:4][CH:3]=1.[F:27][C:28]([F:40])([F:39])[O:29][C:30]1[CH:31]=[C:32](B(O)O)[CH:33]=[CH:34][CH:35]=1, predict the reaction product. (6) Given the reactants Br[C:2]1[C:3]([C:9]([F:12])([F:11])[F:10])=[CH:4][C:5]([NH2:8])=[N:6][CH:7]=1.C([Sn](CCCC)(CCCC)[C:18]([O:20][CH2:21][CH3:22])=[CH2:19])CCC, predict the reaction product. The product is: [CH2:21]([O:20][C:18]([C:2]1[C:3]([C:9]([F:12])([F:11])[F:10])=[CH:4][C:5]([NH2:8])=[N:6][CH:7]=1)=[CH2:19])[CH3:22]. (7) Given the reactants [N+:1]([C:4]1[CH:5]=[CH:6][C:7]2[O:12][CH:11]([CH2:13][C:14]([O:16][CH3:17])=[O:15])[CH2:10][NH:9][C:8]=2[CH:18]=1)([O-:3])=[O:2].C(=O)([O-])[O-].[Na+].[Na+].[CH2:25](Br)[C:26]1[CH:31]=[CH:30][CH:29]=[CH:28][CH:27]=1, predict the reaction product. The product is: [CH2:25]([N:9]1[C:8]2[CH:18]=[C:4]([N+:1]([O-:3])=[O:2])[CH:5]=[CH:6][C:7]=2[O:12][CH:11]([CH2:13][C:14]([O:16][CH3:17])=[O:15])[CH2:10]1)[C:26]1[CH:31]=[CH:30][CH:29]=[CH:28][CH:27]=1. (8) The product is: [Cl:27][C:5]1[C:6]([C:8]2[C:16]3[C:11](=[CH:12][CH:13]=[CH:14][CH:15]=3)[N:10]([S:17]([C:20]3[CH:25]=[CH:24][CH:23]=[CH:22][CH:21]=3)(=[O:19])=[O:18])[C:9]=2[CH3:26])=[N:7][C:2]([NH:28][C@@H:29]2[CH2:34][CH2:33][CH2:32][C@H:31]([NH:35][C:36](=[O:45])[O:37][CH2:38][C:39]3[CH:44]=[CH:43][CH:42]=[CH:41][CH:40]=3)[CH2:30]2)=[N:3][CH:4]=1. Given the reactants Cl[C:2]1[N:7]=[C:6]([C:8]2[C:16]3[C:11](=[CH:12][CH:13]=[CH:14][CH:15]=3)[N:10]([S:17]([C:20]3[CH:25]=[CH:24][CH:23]=[CH:22][CH:21]=3)(=[O:19])=[O:18])[C:9]=2[CH3:26])[C:5]([Cl:27])=[CH:4][N:3]=1.[NH2:28][C@@H:29]1[CH2:34][CH2:33][CH2:32][C@H:31]([NH:35][C:36](=[O:45])[O:37][CH2:38][C:39]2[CH:44]=[CH:43][CH:42]=[CH:41][CH:40]=2)[CH2:30]1.CCN(C(C)C)C(C)C, predict the reaction product.